Regression. Given two drug SMILES strings and cell line genomic features, predict the synergy score measuring deviation from expected non-interaction effect. From a dataset of NCI-60 drug combinations with 297,098 pairs across 59 cell lines. Drug 1: CC=C1C(=O)NC(C(=O)OC2CC(=O)NC(C(=O)NC(CSSCCC=C2)C(=O)N1)C(C)C)C(C)C. Drug 2: C1C(C(OC1N2C=NC(=NC2=O)N)CO)O. Cell line: NCI/ADR-RES. Synergy scores: CSS=-9.31, Synergy_ZIP=2.68, Synergy_Bliss=-4.31, Synergy_Loewe=-11.3, Synergy_HSA=-11.6.